From a dataset of Full USPTO retrosynthesis dataset with 1.9M reactions from patents (1976-2016). Predict the reactants needed to synthesize the given product. (1) Given the product [CH3:1][CH:2]1[C:11]2[C:6](=[CH:7][CH:8]=[CH:9][CH:10]=2)[CH2:5][CH2:4][NH:3]1, predict the reactants needed to synthesize it. The reactants are: [CH3:1][C:2]1[C:11]2[C:6](=[CH:7][CH:8]=[CH:9][CH:10]=2)[CH2:5][CH2:4][N:3]=1.C(O[BH-](OC(=O)C)OC(=O)C)(=O)C.[Na+]. (2) Given the product [O:75]1[CH2:76][CH2:77][N:72]([C:2]2[CH:3]=[C:4]([NH:8][C:9](=[O:27])[C:10]3[CH:15]=[CH:14][N:13]=[C:12]([NH:16][C:17]4[CH:22]=[CH:21][C:20]([C:23]([F:26])([F:25])[F:24])=[CH:19][N:18]=4)[CH:11]=3)[CH:5]=[N:6][CH:7]=2)[CH2:73][CH2:74]1, predict the reactants needed to synthesize it. The reactants are: Br[C:2]1[CH:3]=[C:4]([NH:8][C:9](=[O:27])[C:10]2[CH:15]=[CH:14][N:13]=[C:12]([NH:16][C:17]3[CH:22]=[CH:21][C:20]([C:23]([F:26])([F:25])[F:24])=[CH:19][N:18]=3)[CH:11]=2)[CH:5]=[N:6][CH:7]=1.CC(C1C=C(C(C)C)C(C2C=CC=CC=2P(C2CCCCC2)C2CCCCC2)=C(C(C)C)C=1)C.[Li+].C[Si]([N-][Si](C)(C)C)(C)C.[NH:72]1[CH2:77][CH2:76][O:75][CH2:74][CH2:73]1. (3) Given the product [CH3:1][O:2][C:3]1[CH:4]=[C:5]([CH:9]=[CH:10][N:11]=1)[C:6]([NH:27][C:28]1[CH:33]=[CH:32][CH:31]=[CH:30][CH:29]=1)=[O:8], predict the reactants needed to synthesize it. The reactants are: [CH3:1][O:2][C:3]1[CH:4]=[C:5]([CH:9]=[CH:10][N:11]=1)[C:6]([OH:8])=O.CN1CCOCC1.ClC(OCC(C)C)=O.[NH2:27][C:28]1[CH:33]=[CH:32][CH:31]=[CH:30][CH:29]=1. (4) Given the product [OH:1][C@H:2]([CH2:41][OH:42])[CH2:3][CH2:4][O:5][C:6]1[CH:11]=[C:10]([CH3:12])[C:9]([C:13]2[C:18]([F:19])=[CH:17][C:16]([F:20])=[C:15]([CH2:21][O:22][C:23]3[N:28]=[CH:27][C:26]4[C@@H:29]5[C@@H:32]([C:33]([O-:35])=[O:34])[C@@H:30]5[CH2:31][C:25]=4[CH:24]=3)[CH:14]=2)=[C:8]([CH3:40])[CH:7]=1.[Na+:44], predict the reactants needed to synthesize it. The reactants are: [OH:1][C@H:2]([CH2:41][OH:42])[CH2:3][CH2:4][O:5][C:6]1[CH:11]=[C:10]([CH3:12])[C:9]([C:13]2[C:18]([F:19])=[CH:17][C:16]([F:20])=[C:15]([CH2:21][O:22][C:23]3[N:28]=[CH:27][C:26]4[C@@H:29]5[C@@H:32]([C:33]([O:35]C(C)(C)C)=[O:34])[C@@H:30]5[CH2:31][C:25]=4[CH:24]=3)[CH:14]=2)=[C:8]([CH3:40])[CH:7]=1.[OH-].[Na+:44].